Task: Regression. Given a peptide amino acid sequence and an MHC pseudo amino acid sequence, predict their binding affinity value. This is MHC class I binding data.. Dataset: Peptide-MHC class I binding affinity with 185,985 pairs from IEDB/IMGT (1) The peptide sequence is SFFGPIGKL. The MHC is HLA-A02:03 with pseudo-sequence HLA-A02:03. The binding affinity (normalized) is 0.374. (2) The peptide sequence is NWAVRTKLKL. The MHC is Patr-A0901 with pseudo-sequence Patr-A0901. The binding affinity (normalized) is 0.0454. (3) The peptide sequence is AYLLQHLDL. The MHC is HLA-A03:01 with pseudo-sequence HLA-A03:01. The binding affinity (normalized) is 0.0847. (4) The peptide sequence is VLYGPDAPTV. The MHC is HLA-A68:02 with pseudo-sequence HLA-A68:02. The binding affinity (normalized) is 0.366. (5) The peptide sequence is HCSPHHTALR. The MHC is Patr-A0301 with pseudo-sequence Patr-A0301. The binding affinity (normalized) is 0.173. (6) The peptide sequence is SMQNCLLRLK. The MHC is HLA-A31:01 with pseudo-sequence HLA-A31:01. The binding affinity (normalized) is 0.732. (7) The peptide sequence is FMRERQLPQ. The MHC is HLA-B27:05 with pseudo-sequence HLA-B27:05. The binding affinity (normalized) is 0.483.